From a dataset of Full USPTO retrosynthesis dataset with 1.9M reactions from patents (1976-2016). Predict the reactants needed to synthesize the given product. (1) Given the product [C:24]([C:26]1[C:3](=[O:2])[NH:4][C:11]([CH:10]([F:19])[F:9])=[C:12]([C:13]([O:15][CH2:16][CH3:17])=[O:14])[CH:27]=1)#[N:25], predict the reactants needed to synthesize it. The reactants are: C[O:2][CH:3](OC)[N:4](C)C.[F:9][CH:10]([F:19])[C:11](=O)[CH2:12][C:13]([O:15][CH2:16][CH3:17])=[O:14].CC[O-].[Na+].[C:24]([CH2:26][C:27](N)=O)#[N:25]. (2) Given the product [Br:15][C:8]1[CH:7]=[C:6]2[C:11]([C:12]3[CH:13]=[CH:14][C:2]([N:24]([C:19]4[CH:18]=[CH:23][C:22]([CH3:39])=[CH:21][CH:20]=4)[C:25]4[CH:26]=[CH:35][C:34]([CH3:37])=[CH:33][CH:30]=4)=[CH:3][C:4]=3[C:5]2([CH3:16])[CH3:17])=[CH:10][CH:9]=1, predict the reactants needed to synthesize it. The reactants are: Br[C:2]1[CH:14]=[CH:13][C:12]2[C:11]3[C:6](=[CH:7][C:8]([Br:15])=[CH:9][CH:10]=3)[C:5]([CH3:17])([CH3:16])[C:4]=2[CH:3]=1.[C:18]1(C)[CH:23]=[CH:22][CH:21]=[CH:20][C:19]=1[NH:24][C:25]1[CH:30]=CC=C[C:26]=1C.[CH3:33][C:34]([CH3:37])([O-])[CH3:35].[Na+].[C:39]1(C)C=CC=CC=1. (3) The reactants are: [C:1]1([CH:9]=[C:7]([OH:8])[CH:6]=[C:4]([OH:5])[CH:3]=1)[OH:2].Cl. Given the product [CH3:6][C:4]1[C:9]2[C:1](=[CH:3][C:4]([OH:5])=[CH:6][C:7]=2[OH:8])[O:2][C:1](=[O:2])[CH:3]=1, predict the reactants needed to synthesize it. (4) Given the product [NH2:1][C:2]1[N:6]([CH:7]2[CH2:12][CH2:11][CH2:10][N:9]([C:13]#[N:14])[CH2:8]2)[N:5]=[C:4]([C:15]2[CH:20]=[CH:19][C:18]([CH2:21][C:22]3[CH:23]=[CH:24][CH:25]=[C:26]([CH3:32])[CH:27]=3)=[CH:17][CH:16]=2)[C:3]=1[C:28]([NH2:30])=[O:29], predict the reactants needed to synthesize it. The reactants are: [NH2:1][C:2]1[N:6]([CH:7]2[CH2:12][CH2:11][CH2:10][N:9]([C:13]#[N:14])[CH2:8]2)[N:5]=[C:4]([C:15]2[CH:20]=[CH:19][C:18]([CH2:21][C:22]3[CH:27]=[CH:26][CH:25]=[CH:24][CH:23]=3)=[CH:17][CH:16]=2)[C:3]=1[C:28]([NH2:30])=[O:29].[Cl-].[CH3:32]C1C=C(C=CC=1)C[Zn+]. (5) Given the product [CH2:12]([CH:3]1[CH2:4][CH2:5][O:6][C:1](=[O:7])[CH2:2]1)[CH2:11][CH:10]=[CH2:9], predict the reactants needed to synthesize it. The reactants are: [C:1]1(=[O:7])[O:6][CH2:5][CH2:4][CH2:3][CH2:2]1.Br[CH2:9][CH2:10][CH2:11][CH:12]=C.C1(=O)OCC1.C([NH-])C=C.